Dataset: Full USPTO retrosynthesis dataset with 1.9M reactions from patents (1976-2016). Task: Predict the reactants needed to synthesize the given product. (1) Given the product [CH3:12][S:13]([C:14]1[C:22]2[C:17](=[CH:18][C:19]([C:23]([N:25]3[CH2:30][CH2:29][O:28][CH2:27][CH2:26]3)=[O:24])=[CH:20][CH:21]=2)[N:16]([C:31]2[N:32]=[CH:33][C:34]([C:37]3[CH:38]=[N:39][CH:40]=[CH:41][CH:42]=3)=[CH:35][N:36]=2)[CH:15]=1)=[O:6], predict the reactants needed to synthesize it. The reactants are: ClC1C=C(C=CC=1)C(OO)=[O:6].[CH3:12][S:13][C:14]1[C:22]2[C:17](=[CH:18][C:19]([C:23]([N:25]3[CH2:30][CH2:29][O:28][CH2:27][CH2:26]3)=[O:24])=[CH:20][CH:21]=2)[N:16]([C:31]2[N:36]=[CH:35][C:34]([C:37]3[CH:38]=[N:39][CH:40]=[CH:41][CH:42]=3)=[CH:33][N:32]=2)[CH:15]=1. (2) Given the product [CH2:1]([N:8]1[C:12](=[O:13])[CH2:11][CH2:10][C@@H:9]1[C:14]([NH:16][CH:17]([CH:18]([OH:22])[C:19](=[O:20])[NH:37][CH2:36][C:31]1[CH:32]=[CH:33][CH:34]=[CH:35][N:30]=1)[CH2:23][C:24]1[CH:25]=[CH:26][CH:27]=[CH:28][CH:29]=1)=[O:15])[C:2]1[CH:3]=[CH:4][CH:5]=[CH:6][CH:7]=1, predict the reactants needed to synthesize it. The reactants are: [CH2:1]([N:8]1[C:12](=[O:13])[CH2:11][CH2:10][C@@H:9]1[C:14]([NH:16][CH:17]([CH2:23][C:24]1[CH:29]=[CH:28][CH:27]=[CH:26][CH:25]=1)[CH:18]([OH:22])[C:19](O)=[O:20])=[O:15])[C:2]1[CH:7]=[CH:6][CH:5]=[CH:4][CH:3]=1.[N:30]1[CH:35]=[CH:34][CH:33]=[CH:32][C:31]=1[CH2:36][NH2:37].O.ON1C2C=CC=CC=2N=N1.C(Cl)CCl.C(N(CC)CC)C.